This data is from Reaction yield outcomes from USPTO patents with 853,638 reactions. The task is: Predict the reaction yield, written as a fraction of the theoretical maximum amount of product (1.0 means a 100% yield; for example, 0.34 means a 34% yield). (1) The reactants are C([N:8]1[CH2:12][C:11]([CH2:13][CH2:14][N:15]2[C@H:20]([C:21]3[C:26]([CH3:27])=[CH:25][CH:24]=[CH:23][N:22]=3)[CH2:19][CH2:18][CH2:17][C@@H:16]2[C:28]2[C:33]([CH3:34])=[CH:32][CH:31]=[CH:30][N:29]=2)=[CH:10][NH:9]1)C1C=CC=CC=1.CC([O-])(C)C.[K+]. The catalyst is CS(C)=O.C1COCC1. The product is [CH3:34][C:33]1[C:28]([C@H:16]2[CH2:17][CH2:18][CH2:19][C@@H:20]([C:21]3[C:26]([CH3:27])=[CH:25][CH:24]=[CH:23][N:22]=3)[N:15]2[CH2:14][CH2:13][C:11]2[CH:12]=[N:8][NH:9][CH:10]=2)=[N:29][CH:30]=[CH:31][CH:32]=1. The yield is 0.640. (2) The reactants are FC(F)(F)S([C:6]1[CH2:15][CH2:14][C:13]2[CH:12]=[C:11]([C:16]([O:18][CH3:19])=[O:17])[CH:10]=[CH:9][C:8]=2[CH:7]=1)(=O)=O.C(=O)([O-])[O-].[Na+].[Na+].[Cl-].[Li+].[CH3:30][O:31][C:32]1[CH:37]=[CH:36][C:35](B(O)O)=[CH:34][CH:33]=1. The catalyst is C(COC)OC.O.C1C=CC([P]([Pd]([P](C2C=CC=CC=2)(C2C=CC=CC=2)C2C=CC=CC=2)([P](C2C=CC=CC=2)(C2C=CC=CC=2)C2C=CC=CC=2)[P](C2C=CC=CC=2)(C2C=CC=CC=2)C2C=CC=CC=2)(C2C=CC=CC=2)C2C=CC=CC=2)=CC=1. The product is [CH3:30][O:31][C:32]1[CH:37]=[CH:36][C:35]([C:6]2[CH2:15][CH2:14][C:13]3[CH:12]=[C:11]([C:16]([O:18][CH3:19])=[O:17])[CH:10]=[CH:9][C:8]=3[CH:7]=2)=[CH:34][CH:33]=1. The yield is 0.420. (3) The reactants are FC(F)(F)S(O[C:7]1[C:12]2[CH:13]=[C:14]([C:16]3[O:17][C:18]([CH3:21])=[N:19][N:20]=3)[O:15][C:11]=2[CH:10]=[CH:9][CH:8]=1)(=O)=O.C([O-])([O-])=O.[Cs+].[Cs+].C1C=CC(P(C2C=CC3C(=CC=CC=3)C=2C2C3C(=CC=CC=3)C=CC=2P(C2C=CC=CC=2)C2C=CC=CC=2)C2C=CC=CC=2)=CC=1.[C:76]([N:83]1[CH2:88][CH2:87][NH:86][CH2:85][CH2:84]1)([O:78][C:79]([CH3:82])([CH3:81])[CH3:80])=[O:77].[NH4+].[Cl-]. The catalyst is C1(C)C=CC=CC=1.CC([O-])=O.CC([O-])=O.[Pd+2]. The product is [CH3:21][C:18]1[O:17][C:16]([C:14]2[O:15][C:11]3[CH:10]=[CH:9][CH:8]=[C:7]([N:86]4[CH2:85][CH2:84][N:83]([C:76]([O:78][C:79]([CH3:82])([CH3:81])[CH3:80])=[O:77])[CH2:88][CH2:87]4)[C:12]=3[CH:13]=2)=[N:20][N:19]=1. The yield is 0.650. (4) The reactants are [OH:1][C:2]1[CH:7]=[CH:6][C:5]([C:8]23[CH2:17][CH:12]4[CH2:13][CH:14]([CH2:16][C:10]([C:18]5[CH:23]=[CH:22][C:21]([OH:24])=[CH:20][CH:19]=5)([CH2:11]4)[CH2:9]2)[CH2:15]3)=[CH:4][CH:3]=1.F[C:26]1[CH:27]=[CH:28][C:29]([N+:33]([O-:35])=[O:34])=[C:30]([OH:32])[CH:31]=1.[C:36]([O-:39])([O-])=O.[K+].[K+].Cl. The catalyst is O.CN(C=O)C. The product is [OH:32][C:30]1[CH:31]=[C:26]([CH:27]=[CH:28][C:29]=1[N+:33]([O-:35])=[O:34])[O:1][C:2]1[CH:3]=[CH:4][C:5]([C:8]23[CH2:15][CH:14]4[CH2:13][CH:12]([CH2:11][C:10]([C:18]5[CH:19]=[CH:20][C:21]([O:24][C:26]6[CH:27]=[CH:28][C:29]([N+:33]([O-:35])=[O:34])=[C:36]([OH:39])[CH:31]=6)=[CH:22][CH:23]=5)([CH2:16]4)[CH2:9]2)[CH2:17]3)=[CH:6][CH:7]=1. The yield is 0.931. (5) The reactants are Cl[CH2:2][C:3]1[CH:7]=[C:6]([CH3:8])[O:5][N:4]=1.[N-:9]=[N+:10]=[N-:11].[Na+]. The yield is 0.730. The catalyst is CN(C=O)C.O. The product is [N:9]([CH2:2][C:3]1[CH:7]=[C:6]([CH3:8])[O:5][N:4]=1)=[N+:10]=[N-:11]. (6) The reactants are [C:1]([O:5][C:6]([NH:8][C@@H:9]([CH3:16])[C:10]([N:12]([O:14][CH3:15])[CH3:13])=[O:11])=[O:7])([CH3:4])([CH3:3])[CH3:2].C(N[C@@H](C(O)=O)C)(OC(C)(C)C)=O. No catalyst specified. The product is [C:1]([O:5][C:6]([NH:8][C@H:9]([CH3:16])[C:10]([N:12]([O:14][CH3:15])[CH3:13])=[O:11])=[O:7])([CH3:4])([CH3:3])[CH3:2]. The yield is 0.880.